From a dataset of Full USPTO retrosynthesis dataset with 1.9M reactions from patents (1976-2016). Predict the reactants needed to synthesize the given product. (1) Given the product [C:1]([C:3]1[CH:4]=[C:5]([NH:6][CH2:11][CH2:12][P:13](=[O:20])([O:17][CH2:18][CH3:19])[O:14][CH2:15][CH3:16])[CH:7]=[CH:8][CH:9]=1)#[CH:2], predict the reactants needed to synthesize it. The reactants are: [C:1]([C:3]1[CH:4]=[C:5]([CH:7]=[CH:8][CH:9]=1)[NH2:6])#[CH:2].Br[CH2:11][CH2:12][P:13](=[O:20])([O:17][CH2:18][CH3:19])[O:14][CH2:15][CH3:16].C(=O)([O-])[O-].[K+].[K+]. (2) Given the product [NH2:24][C:6]1[CH:5]=[C:4]([O:3][CH2:1][CH3:2])[CH:9]=[CH:8][C:7]=1[NH:10][C:11](=[O:23])[CH2:12][O:13][C:14]1[CH:19]=[CH:18][CH:17]=[C:16]([O:20][CH2:21][CH3:22])[CH:15]=1, predict the reactants needed to synthesize it. The reactants are: [CH2:1]([O:3][C:4]1[CH:9]=[CH:8][C:7]([NH:10][C:11](=[O:23])[CH2:12][O:13][C:14]2[CH:19]=[CH:18][CH:17]=[C:16]([O:20][CH2:21][CH3:22])[CH:15]=2)=[C:6]([N+:24]([O-])=O)[CH:5]=1)[CH3:2]. (3) The reactants are: [C:1]1([CH2:7][CH2:8][CH:9]=[CH2:10])[CH:6]=[CH:5][CH:4]=[CH:3][CH:2]=1.[CH3:11][C:12]1[CH2:17][CH2:16][CH2:15][C:14](=[O:18])[CH:13]=1.C[Si](Cl)(C)C. Given the product [CH3:11][C:12]1([CH2:10][CH2:9][CH2:8][CH2:7][C:1]2[CH:6]=[CH:5][CH:4]=[CH:3][CH:2]=2)[CH:17]=[CH:16][CH2:15][C:14](=[O:18])[CH2:13]1, predict the reactants needed to synthesize it. (4) The reactants are: [F:1][C:2]1[CH:9]=[CH:8][C:5]([CH:6]=O)=[CH:4][CH:3]=1.Cl.C(=O)(O)O.[NH2:15][NH:16][C:17]([NH2:19])=[NH:18].C(=O)=O.[OH-].[K+]. Given the product [F:1][C:2]1[CH:9]=[CH:8][C:5](/[CH:6]=[N:15]/[NH:16][C:17](=[NH:18])[NH2:19])=[CH:4][CH:3]=1, predict the reactants needed to synthesize it. (5) Given the product [CH3:54][O:53][C:52]([NH:51][C@@H:47]([CH:48]([CH3:50])[CH3:49])[C:46]([N:42]1[CH2:43][CH2:44][CH2:45][C@H:41]1[C:39]1[NH:38][C:37]2[CH:57]=[CH:58][C:34]([C:9]3[CH:10]=[CH:11][C:12]([C:15]4[N:16]=[C:17]([C@@H:20]5[CH2:24][CH2:23][CH2:22][N:21]5[C:25]([O:27][C:28]([CH3:31])([CH3:30])[CH3:29])=[O:26])[NH:18][CH:19]=4)=[CH:13][CH:14]=3)=[CH:35][C:36]=2[N:40]=1)=[O:56])=[O:55], predict the reactants needed to synthesize it. The reactants are: CC1(C)C(C)(C)OB([C:9]2[CH:14]=[CH:13][C:12]([C:15]3[N:16]=[C:17]([C@@H:20]4[CH2:24][CH2:23][CH2:22][N:21]4[C:25]([O:27][C:28]([CH3:31])([CH3:30])[CH3:29])=[O:26])[NH:18][CH:19]=3)=[CH:11][CH:10]=2)O1.I[C:34]1[CH:58]=[CH:57][C:37]2[NH:38][C:39]([C@@H:41]3[CH2:45][CH2:44][CH2:43][N:42]3[C:46](=[O:56])[C@@H:47]([NH:51][C:52](=[O:55])[O:53][CH3:54])[CH:48]([CH3:50])[CH3:49])=[N:40][C:36]=2[CH:35]=1.C(=O)(O)[O-].[Na+]. (6) The reactants are: COC(=O)/C=C/C1C=C2C(=CC=1)OC1(CCN(C(OC(C)(C)C)=O)CC1)CC2=O.[C:30]1([N:36]2[CH2:41][CH2:40][C:39](=[O:42])[CH2:38][CH2:37]2)[CH:35]=[CH:34][CH:33]=[CH:32][CH:31]=1.[CH3:43][C:44]([C:46]1[CH:51]=[C:50]([Br:52])[CH:49]=[CH:48][C:47]=1O)=[O:45]. Given the product [C:30]1([N:36]2[CH2:37][CH2:38][C:39]3([CH2:43][C:44](=[O:45])[C:46]4[C:47](=[CH:48][CH:49]=[C:50]([Br:52])[CH:51]=4)[O:42]3)[CH2:40][CH2:41]2)[CH:35]=[CH:34][CH:33]=[CH:32][CH:31]=1, predict the reactants needed to synthesize it. (7) Given the product [OH:52][CH:50]1[C:47]2([CH2:49][CH2:48]2)[CH2:46][N:45]([CH2:44][CH2:43][CH2:42][O:21][C:15]2[CH:14]=[C:13]3[C:18]([C:9]([O:8][C:7]4[CH:6]=[CH:5][C:4]([N:22]([C:31]5[CH:36]=[CH:35][CH:34]=[CH:33][CH:32]=5)[C:23]([C:25]5([C:28]([NH2:30])=[O:29])[CH2:27][CH2:26]5)=[O:24])=[CH:3][C:2]=4[F:1])=[CH:10][CH:11]=[N:12]3)=[CH:17][C:16]=2[O:19][CH3:20])[CH2:51]1, predict the reactants needed to synthesize it. The reactants are: [F:1][C:2]1[CH:3]=[C:4]([N:22]([C:31]2[CH:36]=[CH:35][CH:34]=[CH:33][CH:32]=2)[C:23]([C:25]2([C:28]([NH2:30])=[O:29])[CH2:27][CH2:26]2)=[O:24])[CH:5]=[CH:6][C:7]=1[O:8][C:9]1[C:18]2[C:13](=[CH:14][C:15]([OH:21])=[C:16]([O:19][CH3:20])[CH:17]=2)[N:12]=[CH:11][CH:10]=1.CS(O[CH2:42][CH2:43][CH2:44][N:45]1[CH2:51][CH:50]([OH:52])[C:47]2([CH2:49][CH2:48]2)[CH2:46]1)(=O)=O.C([O-])([O-])=O.[Cs+].[Cs+]. (8) Given the product [Br:1][C:2]1[O:6][C:5]([C:7]2[C:11]3[C:12]([C:22]#[N:23])=[N:13][C:14]([C:17]([NH:24][CH2:25][C:26]([OH:28])=[O:27])=[O:18])=[C:15]([OH:16])[C:10]=3[O:9][N:8]=2)=[CH:4][CH:3]=1, predict the reactants needed to synthesize it. The reactants are: [Br:1][C:2]1[O:6][C:5]([C:7]2[C:11]3[C:12]([C:22]#[N:23])=[N:13][C:14]([C:17](OCC)=[O:18])=[C:15]([OH:16])[C:10]=3[O:9][N:8]=2)=[CH:4][CH:3]=1.[NH2:24][CH2:25][C:26]([OH:28])=[O:27].C[O-].[Na+]. (9) Given the product [CH3:22][O:21][C:9]1[CH:8]=[C:7]([N:6]2[C:4](=[O:5])[C:3]3[C:2](=[CH:26][CH:25]=[C:24]([O:27][C:28]4[CH:33]=[CH:32][CH:31]=[CH:30][CH:29]=4)[CH:23]=3)[N:1]=[C:34]2[CH3:35])[CH:12]=[CH:11][C:10]=1[O:13][CH2:14][CH2:15][N:16]1[CH2:17][CH2:18][CH2:19][CH2:20]1, predict the reactants needed to synthesize it. The reactants are: [NH2:1][C:2]1[CH:26]=[CH:25][C:24]([O:27][C:28]2[CH:33]=[CH:32][CH:31]=[CH:30][CH:29]=2)=[CH:23][C:3]=1[C:4]([NH:6][C:7]1[CH:12]=[CH:11][C:10]([O:13][CH2:14][CH2:15][N:16]2[CH2:20][CH2:19][CH2:18][CH2:17]2)=[C:9]([O:21][CH3:22])[CH:8]=1)=[O:5].[CH2:34](C(CC)(CC)C([O-])([O-])[O-])[CH3:35].